From a dataset of Full USPTO retrosynthesis dataset with 1.9M reactions from patents (1976-2016). Predict the reactants needed to synthesize the given product. (1) Given the product [N+:13]([C:16]1[CH:17]=[C:18]([CH:19]2[C:5]3[NH:6][C:7]4[C:12]([C:4]=3[CH2:3][CH2:2][O:1]2)=[CH:11][CH:10]=[CH:9][CH:8]=4)[CH:21]=[CH:22][CH:23]=1)([O-:15])=[O:14], predict the reactants needed to synthesize it. The reactants are: [OH:1][CH2:2][CH2:3][C:4]1[C:12]2[C:7](=[CH:8][CH:9]=[CH:10][CH:11]=2)[NH:6][CH:5]=1.[N+:13]([C:16]1[CH:17]=[C:18]([CH:21]=[CH:22][CH:23]=1)[CH:19]=O)([O-:15])=[O:14].[Bi](Cl)(Cl)Cl. (2) Given the product [CH:1]12[CH2:6][CH:5]1[CH2:4][N:3]([C:7]1[N:12]=[C:11]([NH:13][CH2:14][C:15]3[CH:20]=[CH:19][C:18]([O:21][CH3:22])=[C:17]([Cl:23])[CH:16]=3)[C:10]([C:24]([NH:34][C@H:31]3[CH2:32][CH2:33][C@H:28]([OH:27])[CH2:29][CH2:30]3)=[O:26])=[CH:9][N:8]=1)[CH2:2]2, predict the reactants needed to synthesize it. The reactants are: [CH:1]12[CH2:6][CH:5]1[CH2:4][N:3]([C:7]1[N:12]=[C:11]([NH:13][CH2:14][C:15]3[CH:20]=[CH:19][C:18]([O:21][CH3:22])=[C:17]([Cl:23])[CH:16]=3)[C:10]([C:24]([OH:26])=O)=[CH:9][N:8]=1)[CH2:2]2.[OH:27][C@H:28]1[CH2:33][CH2:32][C@H:31]([NH2:34])[CH2:30][CH2:29]1.CN(C(ON1N=NC2C=CC=NC1=2)=[N+](C)C)C.F[P-](F)(F)(F)(F)F.CCN(C(C)C)C(C)C. (3) Given the product [N:22]1[CH:23]=[CH:24][CH:25]=[C:20]([CH2:19][NH:18][C:6]2[N:7]=[C:8]([C:11]([C:13]3[S:14][CH:15]=[CH:16][CH:17]=3)=[O:12])[C:9]3[S:10][C:2]([CH:26]=[CH2:27])=[CH:3][C:4]=3[N:5]=2)[CH:21]=1, predict the reactants needed to synthesize it. The reactants are: Cl[C:2]1[S:10][C:9]2[C:8]([C:11]([C:13]3[S:14][CH:15]=[CH:16][CH:17]=3)=[O:12])=[N:7][C:6]([NH:18][CH2:19][C:20]3[CH:21]=[N:22][CH:23]=[CH:24][CH:25]=3)=[N:5][C:4]=2[CH:3]=1.[C:26](P(C(C)(C)C)C(C)(C)C)(C)(C)[CH3:27].C(C([Sn])=C(CCCC)CCCC)CCC.C(=O)([O-])[O-].[Cs+].[Cs+].Cl. (4) Given the product [F:57][C:58]1[CH:63]=[CH:62][CH:61]=[CH:60][C:59]=1[NH:64][C:65]([NH:54][C:53]1[CH:52]=[CH:51][C:50]([C:47]2[S:46][C:45]([CH:42]3[CH2:43][CH2:44][CH:39]([CH2:38][C:36]4[O:35][N:34]=[C:33]([CH3:32])[N:37]=4)[CH2:40][CH2:41]3)=[N:49][CH:48]=2)=[CH:56][CH:55]=1)=[O:66], predict the reactants needed to synthesize it. The reactants are: FC(F)(F)C1C=C(NC(=O)NC2C=CC(C3SC(CCC(OC)=O)=NC=3)=CC=2)C=CC=1.[CH3:32][C:33]1[N:37]=[C:36]([CH2:38][CH:39]2[CH2:44][CH2:43][CH:42]([C:45]3[S:46][C:47]([C:50]4[CH:56]=[CH:55][C:53]([NH2:54])=[CH:52][CH:51]=4)=[CH:48][N:49]=3)[CH2:41][CH2:40]2)[O:35][N:34]=1.[F:57][C:58]1[CH:63]=[CH:62][CH:61]=[CH:60][C:59]=1[N:64]=[C:65]=[O:66]. (5) Given the product [F:16][CH:17]([F:29])[O:18][C:19]1[CH:24]=[C:23]([N+:25]([O-:27])=[O:26])[CH:22]=[CH:21][C:20]=1[N:5]1[CH:6]=[CH:7][CH:8]=[C:3]([O:2][CH3:1])[C:4]1=[O:9], predict the reactants needed to synthesize it. The reactants are: [CH3:1][O:2][C:3]1[C:4](=[O:9])[NH:5][CH:6]=[CH:7][CH:8]=1.CC(C)([O-])C.[K+].[F:16][CH:17]([F:29])[O:18][C:19]1[CH:24]=[C:23]([N+:25]([O-:27])=[O:26])[CH:22]=[CH:21][C:20]=1F. (6) Given the product [CH2:1]([O:8][C:9]1[CH:20]=[CH:19][C:12]([O:13][CH:14]2[CH2:17][O:18][CH:24]([CH2:25][CH2:26][CH2:27][NH:28][C:29](=[O:31])[CH3:30])[O:16][CH2:15]2)=[CH:11][CH:10]=1)[C:2]1[CH:3]=[CH:4][CH:5]=[CH:6][CH:7]=1, predict the reactants needed to synthesize it. The reactants are: [CH2:1]([O:8][C:9]1[CH:20]=[CH:19][C:12]([O:13][CH:14]([CH2:17][OH:18])[CH2:15][OH:16])=[CH:11][CH:10]=1)[C:2]1[CH:7]=[CH:6][CH:5]=[CH:4][CH:3]=1.C(O[CH:24](OCC)[CH2:25][CH2:26][CH2:27][NH:28][C:29](=[O:31])[CH3:30])C.C1(C)C=CC(S(O)(=O)=O)=CC=1.